Dataset: Full USPTO retrosynthesis dataset with 1.9M reactions from patents (1976-2016). Task: Predict the reactants needed to synthesize the given product. (1) Given the product [ClH:1].[NH2:5][C@@H:4]([CH2:17][CH3:18])[C:3]([N:6]([CH3:7])[CH3:10])=[O:2], predict the reactants needed to synthesize it. The reactants are: [ClH:1].[O:2]=[C:3]([N:6]1[CH2:10]CC[CH2:7]1)[CH2:4][NH2:5].Cl.CNC.CN1CCO[CH2:18][CH2:17]1. (2) Given the product [CH:24]1([CH2:27][O:28][C:29]2[N:34]=[CH:33][C:32]([C:2]3[CH:11]=[CH:10][C:9]4[N:8]=[CH:7][C:6]5[N:12]([CH3:23])[C:13](=[O:22])[N:14]([C:15]6[C:16]([CH3:21])=[N:17][N:18]([CH3:20])[CH:19]=6)[C:5]=5[C:4]=4[CH:3]=3)=[CH:31][CH:30]=2)[CH2:25][CH2:26]1, predict the reactants needed to synthesize it. The reactants are: Br[C:2]1[CH:11]=[CH:10][C:9]2[N:8]=[CH:7][C:6]3[N:12]([CH3:23])[C:13](=[O:22])[N:14]([C:15]4[C:16]([CH3:21])=[N:17][N:18]([CH3:20])[CH:19]=4)[C:5]=3[C:4]=2[CH:3]=1.[CH:24]1([CH2:27][O:28][C:29]2[N:34]=[CH:33][C:32](B3OC(C)(C)C(C)(C)O3)=[CH:31][CH:30]=2)[CH2:26][CH2:25]1. (3) Given the product [CH3:1][C:2]1([CH3:27])[CH:7]2[CH2:8][CH:3]1[CH2:4][CH2:5][CH:6]2[CH2:9][CH2:10][N:11]1[CH2:16][CH2:15][C:14]([NH:19][C:20]2[CH:25]=[CH:24][CH:23]=[C:22]([F:26])[CH:21]=2)([C:17]([NH2:18])=[O:30])[CH2:13][CH2:12]1, predict the reactants needed to synthesize it. The reactants are: [CH3:1][C:2]1([CH3:27])[CH:7]2[CH2:8][CH:3]1[CH2:4][CH2:5][CH:6]2[CH2:9][CH2:10][N:11]1[CH2:16][CH2:15][C:14]([NH:19][C:20]2[CH:25]=[CH:24][CH:23]=[C:22]([F:26])[CH:21]=2)([C:17]#[N:18])[CH2:13][CH2:12]1.C(OC(=O)C)(=[O:30])C.[OH-].[Na+]. (4) Given the product [CH2:26]([C:2]1[CH:3]=[C:4]([Cl:21])[C:5]([Cl:20])=[C:6]([CH:19]=1)[CH2:7][N:8]([CH:16]1[CH2:18][CH2:17]1)[C:9](=[O:15])[O:10][C:11]([CH3:14])([CH3:13])[CH3:12])[CH:25]=[CH2:24], predict the reactants needed to synthesize it. The reactants are: Br[C:2]1[CH:3]=[C:4]([Cl:21])[C:5]([Cl:20])=[C:6]([CH:19]=1)[CH2:7][N:8]([CH:16]1[CH2:18][CH2:17]1)[C:9](=[O:15])[O:10][C:11]([CH3:14])([CH3:13])[CH3:12].[F-].[Cs+].[CH2:24]([Sn](CCCC)(CCCC)CCCC)[CH:25]=[CH2:26]. (5) Given the product [F:19][C:20]1[CH:27]=[CH:26][C:23](/[CH:24]=[CH:9]/[C:10]([O:12][C:13]([CH3:14])([CH3:15])[CH3:16])=[O:11])=[CH:22][C:21]=1[N+:28]([O-:30])=[O:29], predict the reactants needed to synthesize it. The reactants are: C(OP([CH2:9][C:10]([O:12][C:13]([CH3:16])([CH3:15])[CH3:14])=[O:11])(OCC)=O)C.[H-].[Na+].[F:19][C:20]1[CH:27]=[CH:26][C:23]([CH:24]=O)=[CH:22][C:21]=1[N+:28]([O-:30])=[O:29].[Cl-].[Na+]. (6) Given the product [CH2:25]([C:6]1([CH2:5][C:4]([OH:27])=[O:3])[CH2:10][CH2:9][N:8]([C:11]2[CH:16]=[CH:15][N:14]=[C:13]([NH:17][C:18]3[CH:19]=[N:20][N:21]([CH3:23])[CH:22]=3)[N:12]=2)[C:7]1=[O:24])[CH3:26], predict the reactants needed to synthesize it. The reactants are: C([O:3][C:4](=[O:27])[CH2:5][C:6]1([CH2:25][CH3:26])[CH2:10][CH2:9][N:8]([C:11]2[CH:16]=[CH:15][N:14]=[C:13]([NH:17][C:18]3[CH:19]=[N:20][N:21]([CH3:23])[CH:22]=3)[N:12]=2)[C:7]1=[O:24])C.[OH-].[Na+].O. (7) Given the product [S:12]([OH:16])([OH:15])(=[O:14])=[O:13].[NH2:1][C:2]1[CH:3]=[CH:4][C:5]([CH2:8][C:9]([O:11][CH3:17])=[O:10])=[CH:6][CH:7]=1, predict the reactants needed to synthesize it. The reactants are: [NH2:1][C:2]1[CH:7]=[CH:6][C:5]([CH2:8][C:9]([OH:11])=[O:10])=[CH:4][CH:3]=1.[S:12](=[O:16])(=[O:15])([OH:14])[OH:13].[CH3:17]O. (8) The reactants are: Br[C:2]1[N:6]([CH3:7])[CH:5]=[N:4][CH:3]=1.CON(C)[C:11](=[O:20])[C:12]1[CH:17]=[CH:16][C:15]([CH3:18])=[N:14][C:13]=1[CH3:19].[NH4+].[Cl-]. Given the product [CH3:19][C:13]1[C:12]([C:11]([C:2]2[N:6]([CH3:7])[CH:5]=[N:4][CH:3]=2)=[O:20])=[CH:17][CH:16]=[C:15]([CH3:18])[N:14]=1, predict the reactants needed to synthesize it.